From a dataset of Catalyst prediction with 721,799 reactions and 888 catalyst types from USPTO. Predict which catalyst facilitates the given reaction. (1) Reactant: [CH:1]1([CH2:7][O:8][C:9]2[C:10]3[N:11]([C:15]([C:19]([OH:21])=O)=[C:16]([CH3:18])[N:17]=3)[CH:12]=[CH:13][CH:14]=2)[CH2:6][CH2:5][CH2:4][CH2:3][CH2:2]1.Cl.C[O:24][C:25](=[O:34])[C@H:26]([C:28]1[CH:33]=[CH:32][CH:31]=[CH:30][CH:29]=1)[NH2:27].ON1C2C=CC=CC=2N=N1.C(N(C(C)C)CC)(C)C.N=C=N.C([NH+](CC)CC)C.C(=O)([O-])[O-].[N-]=C=O. Product: [CH:1]1([CH2:7][O:8][C:9]2[C:10]3[N:11]([C:15]([C:19]([NH:27][C@@H:26]([C:28]4[CH:33]=[CH:32][CH:31]=[CH:30][CH:29]=4)[C:25]([OH:34])=[O:24])=[O:21])=[C:16]([CH3:18])[N:17]=3)[CH:12]=[CH:13][CH:14]=2)[CH2:2][CH2:3][CH2:4][CH2:5][CH2:6]1. The catalyst class is: 3. (2) Reactant: C(O)(C(F)(F)F)=O.C(OC(=O)[NH:14][C:15]1[CH:20]=[C:19]([CH2:21][O:22][CH3:23])[CH:18]=[C:17]([C:24]#[N:25])[CH:16]=1)(C)(C)C. Product: [NH2:14][C:15]1[CH:16]=[C:17]([CH:18]=[C:19]([CH2:21][O:22][CH3:23])[CH:20]=1)[C:24]#[N:25]. The catalyst class is: 2. (3) Reactant: [CH2:1]([N:3]1[C:7]2=[N:8][C:9]([CH2:62][CH3:63])=[C:10]([CH2:19][NH:20][C:21]([C:23]3[CH:24]=[C:25]([C:29]([NH:31][CH2:32][C:33]4[CH:34]=[C:35]([C:41]5[CH:46]=[CH:45][CH:44]=[C:43]([CH2:47][N:48]6[CH2:54][CH2:53][CH2:52][N:51](C(OC(C)(C)C)=O)[CH2:50][CH2:49]6)[CH:42]=5)[CH:36]=[C:37]([O:39][CH3:40])[CH:38]=4)=[O:30])[CH:26]=[CH:27][CH:28]=3)=[O:22])[C:11]([NH:12][CH:13]3[CH2:18][CH2:17][O:16][CH2:15][CH2:14]3)=[C:6]2[CH:5]=[N:4]1)[CH3:2]. Product: [CH2:1]([N:3]1[C:7]2=[N:8][C:9]([CH2:62][CH3:63])=[C:10]([CH2:19][NH:20][C:21]([C:23]3[CH:28]=[CH:27][CH:26]=[C:25]([C:29]([NH:31][CH2:32][C:33]4[CH:34]=[C:35]([C:41]5[CH:46]=[CH:45][CH:44]=[C:43]([CH2:47][N:48]6[CH2:54][CH2:53][CH2:52][NH:51][CH2:50][CH2:49]6)[CH:42]=5)[CH:36]=[C:37]([O:39][CH3:40])[CH:38]=4)=[O:30])[CH:24]=3)=[O:22])[C:11]([NH:12][CH:13]3[CH2:18][CH2:17][O:16][CH2:15][CH2:14]3)=[C:6]2[CH:5]=[N:4]1)[CH3:2]. The catalyst class is: 137. (4) Reactant: Br[CH2:2][CH2:3][O:4][Si:5]([C:18]([CH3:21])([CH3:20])[CH3:19])([C:12]1[CH:17]=[CH:16][CH:15]=[CH:14][CH:13]=1)[C:6]1[CH:11]=[CH:10][CH:9]=[CH:8][CH:7]=1.C(=O)([O-])[O-].[Cs+].[Cs+].[CH3:28][C:29]1([CH3:41])[C:33]([CH3:35])([CH3:34])[O:32][B:31]([C:36]2[CH:37]=[N:38][NH:39][CH:40]=2)[O:30]1. Product: [Si:5]([O:4][CH2:3][CH2:2][N:39]1[CH:40]=[C:36]([B:31]2[O:30][C:29]([CH3:41])([CH3:28])[C:33]([CH3:35])([CH3:34])[O:32]2)[CH:37]=[N:38]1)([C:18]([CH3:21])([CH3:20])[CH3:19])([C:12]1[CH:17]=[CH:16][CH:15]=[CH:14][CH:13]=1)[C:6]1[CH:11]=[CH:10][CH:9]=[CH:8][CH:7]=1. The catalyst class is: 115. (5) Reactant: [F:1][CH:2]([F:14])[N:3]1[C:7]([C:8]([OH:10])=[O:9])=[CH:6][C:5]([N+:11]([O-:13])=[O:12])=[N:4]1.[C:15](OC(O[C:15]([CH3:18])([CH3:17])[CH3:16])N(C)C)([CH3:18])([CH3:17])[CH3:16].C(=O)([O-])O.[Na+]. Product: [F:14][CH:2]([F:1])[N:3]1[C:7]([C:8]([O:10][C:15]([CH3:18])([CH3:17])[CH3:16])=[O:9])=[CH:6][C:5]([N+:11]([O-:13])=[O:12])=[N:4]1. The catalyst class is: 11.